From a dataset of Full USPTO retrosynthesis dataset with 1.9M reactions from patents (1976-2016). Predict the reactants needed to synthesize the given product. (1) Given the product [CH3:14][CH:13]([C:5]1[S:4][C:3]([CH2:1][N:16]2[CH2:21][CH2:20][O:19][CH2:18][CH2:17]2)=[N:7][C:6]=1[C:8]([O:10][CH2:11][CH3:12])=[O:9])[CH3:15], predict the reactants needed to synthesize it. The reactants are: [CH:1]([C:3]1[S:4][C:5]([CH:13]([CH3:15])[CH3:14])=[C:6]([C:8]([O:10][CH2:11][CH3:12])=[O:9])[N:7]=1)=O.[NH:16]1[CH2:21][CH2:20][O:19][CH2:18][CH2:17]1.C(O[BH-](OC(=O)C)OC(=O)C)(=O)C.[Na+].C(=O)(O)[O-].[Na+]. (2) Given the product [CH:1]([C:4]1[CH:9]=[CH:8][C:7]([S:10]([NH:13][C:14]2[CH:15]=[N:16][C:17]([CH:20]3[CH2:23][N:22]([CH2:24][CH2:25][CH3:26])[CH2:21]3)=[CH:18][CH:19]=2)(=[O:11])=[O:12])=[CH:6][CH:5]=1)([CH3:3])[CH3:2], predict the reactants needed to synthesize it. The reactants are: [CH:1]([C:4]1[CH:9]=[CH:8][C:7]([S:10]([NH:13][C:14]2[CH:15]=[N:16][C:17]([CH:20]3[CH2:23][N:22]([C:24](=O)[CH2:25][CH3:26])[CH2:21]3)=[CH:18][CH:19]=2)(=[O:12])=[O:11])=[CH:6][CH:5]=1)([CH3:3])[CH3:2].B.C1COCC1. (3) Given the product [F:1][C:2]1[C:3]([C:21]2[CH:29]=[CH:28][C:24]([C:25]([Cl:32])=[O:26])=[CH:23][CH:22]=2)=[C:4]2[C:14]3[C:9](=[CH:10][N:11]=[C:12]([C:15]4[CH:16]=[N:17][N:18]([CH3:20])[CH:19]=4)[CH:13]=3)[NH:8][C:5]2=[N:6][CH:7]=1, predict the reactants needed to synthesize it. The reactants are: [F:1][C:2]1[C:3]([C:21]2[CH:29]=[CH:28][C:24]([C:25](O)=[O:26])=[CH:23][CH:22]=2)=[C:4]2[C:14]3[C:9](=[CH:10][N:11]=[C:12]([C:15]4[CH:16]=[N:17][N:18]([CH3:20])[CH:19]=4)[CH:13]=3)[NH:8][C:5]2=[N:6][CH:7]=1.S(Cl)([Cl:32])=O. (4) Given the product [ClH:1].[Cl:1][C:2]1[CH:3]=[C:4]([CH:7]=[CH:8][C:9]=1[O:10][CH3:11])[CH:5]=[N:16][NH:15][C:12]([NH2:14])=[NH:13], predict the reactants needed to synthesize it. The reactants are: [Cl:1][C:2]1[CH:3]=[C:4]([CH:7]=[CH:8][C:9]=1[O:10][CH3:11])[CH:5]=O.[C:12]([NH:15][NH2:16])([NH2:14])=[NH:13].Cl. (5) Given the product [Br:1][C:2]1[CH:3]=[C:4]2[C:9](=[CH:10][CH:11]=1)[CH:8]=[C:7]([CH2:12][OH:13])[CH:6]=[CH:5]2, predict the reactants needed to synthesize it. The reactants are: [Br:1][C:2]1[CH:3]=[C:4]2[C:9](=[CH:10][CH:11]=1)[CH:8]=[C:7]([C:12](OC)=[O:13])[CH:6]=[CH:5]2.[H-].C([Al+]CC(C)C)C(C)C.C(=O)(O)[O-].[Na+].